This data is from Full USPTO retrosynthesis dataset with 1.9M reactions from patents (1976-2016). The task is: Predict the reactants needed to synthesize the given product. (1) Given the product [Br:1][CH2:34][C:29]1[CH:30]=[C:31]2[C:26](=[CH:27][CH:28]=1)[CH:25]=[C:24]([O:23][CH3:22])[CH:33]=[CH:32]2, predict the reactants needed to synthesize it. The reactants are: [Br:1]Br.C1(P(C2C=CC=CC=2)C2C=CC=CC=2)C=CC=CC=1.[CH3:22][O:23][C:24]1[CH:25]=[C:26]2[C:31](=[CH:32][CH:33]=1)[CH:30]=[C:29]([CH2:34]O)[CH:28]=[CH:27]2. (2) The reactants are: [Cl:1][C:2]1[CH:7]=[CH:6][C:5]([N:8]2[CH:12]=[C:11]([CH:13]3OCC[O:14]3)[N:10]=[C:9]2[CH3:18])=[CH:4][CH:3]=1.C12(CS(O)(=O)=O)C(C)(C)C(CC1)CC2=O. Given the product [Cl:1][C:2]1[CH:3]=[CH:4][C:5]([N:8]2[CH:12]=[C:11]([CH:13]=[O:14])[N:10]=[C:9]2[CH3:18])=[CH:6][CH:7]=1, predict the reactants needed to synthesize it. (3) Given the product [I:10][CH2:11][C:12]([NH:1][CH2:2][CH2:3][CH2:4][CH2:5][CH2:6][C:7]([OH:9])=[O:8])=[O:13], predict the reactants needed to synthesize it. The reactants are: [NH2:1][CH2:2][CH2:3][CH2:4][CH2:5][CH2:6][C:7]([OH:9])=[O:8].[I:10][CH2:11][C:12](O[C:12](=[O:13])[CH2:11][I:10])=[O:13].C(Cl)Cl.CO.CC(O)=O.CCOC(C)=O. (4) The reactants are: [CH3:1][S:2]([C:5]1[CH:10]=[CH:9][C:8]([NH:11][CH2:12][C:13]2[CH:21]=[CH:20][C:16]([C:17]([OH:19])=O)=[CH:15][CH:14]=2)=[CH:7][CH:6]=1)(=[O:4])=[O:3].[C:22]1([NH2:29])[CH:27]=[CH:26][CH:25]=[CH:24][C:23]=1[NH2:28]. Given the product [NH2:28][C:23]1[CH:24]=[CH:25][CH:26]=[CH:27][C:22]=1[NH:29][C:17](=[O:19])[C:16]1[CH:15]=[CH:14][C:13]([CH2:12][NH:11][C:8]2[CH:7]=[CH:6][C:5]([S:2]([CH3:1])(=[O:3])=[O:4])=[CH:10][CH:9]=2)=[CH:21][CH:20]=1, predict the reactants needed to synthesize it. (5) Given the product [C:11]1([C:8]2([C:17]3[CH:22]=[CH:21][CH:20]=[CH:19][CH:18]=3)[CH2:7][CH2:6][N:5]([CH2:4][CH2:3][CH2:2][CH:25]([C:24](=[O:23])[C:31]3[CH:35]=[CH:34][O:33][CH:32]=3)[C:26]([NH2:37])=[O:28])[CH2:10][CH2:9]2)[CH:12]=[CH:13][CH:14]=[CH:15][CH:16]=1, predict the reactants needed to synthesize it. The reactants are: N[CH2:2][CH2:3][CH2:4][N:5]1[CH2:10][CH2:9][C:8]([C:17]2[CH:22]=[CH:21][CH:20]=[CH:19][CH:18]=2)([C:11]2[CH:16]=[CH:15][CH:14]=[CH:13][CH:12]=2)[CH2:7][CH2:6]1.[O:23]=[C:24]([C:31]1[CH:35]=[CH:34][O:33][CH:32]=1)[CH2:25][C:26]([O:28]CC)=O.C[N:37](C1C=CC=CN=1)C.